From a dataset of Full USPTO retrosynthesis dataset with 1.9M reactions from patents (1976-2016). Predict the reactants needed to synthesize the given product. (1) Given the product [CH3:11][O:12][C:13](=[O:46])[C:14]1[CH:19]=[CH:18][C:17]([C:20]2[N:24]([CH:25]([CH:26]3[CH2:27][CH2:28][CH2:29][CH2:30][CH2:31]3)[C:32](=[O:41])[NH:33][C:34]3[CH:39]=[CH:38][CH:37]=[C:36]([NH:40][CH:1]=[O:3])[CH:35]=3)[C:23]3[CH:42]=[CH:43][CH:44]=[CH:45][C:22]=3[N:21]=2)=[CH:16][CH:15]=1, predict the reactants needed to synthesize it. The reactants are: [C:1](OC(=O)C)(=[O:3])C.C(O)=O.[CH3:11][O:12][C:13](=[O:46])[C:14]1[CH:19]=[CH:18][C:17]([C:20]2[N:24]([CH:25]([C:32](=[O:41])[NH:33][C:34]3[CH:39]=[CH:38][CH:37]=[C:36]([NH2:40])[CH:35]=3)[CH:26]3[CH2:31][CH2:30][CH2:29][CH2:28][CH2:27]3)[C:23]3[CH:42]=[CH:43][CH:44]=[CH:45][C:22]=3[N:21]=2)=[CH:16][CH:15]=1. (2) Given the product [ClH:32].[CH:12]12[CH2:14][CH:9]([NH:8][CH2:13]1)[CH2:10][N:11]2[C:15](=[O:31])[CH2:16][NH:17][C:18]([C:20]1[CH:24]=[C:23]([C:25]2[CH:30]=[CH:29][CH:28]=[CH:27][CH:26]=2)[NH:22][N:21]=1)=[O:19], predict the reactants needed to synthesize it. The reactants are: C(OC([N:8]1[CH2:13][CH:12]2[CH2:14][CH:9]1[CH2:10][N:11]2[C:15](=[O:31])[CH2:16][NH:17][C:18]([C:20]1[CH:24]=[C:23]([C:25]2[CH:30]=[CH:29][CH:28]=[CH:27][CH:26]=2)[NH:22][N:21]=1)=[O:19])=O)(C)(C)C.[ClH:32].